Dataset: Forward reaction prediction with 1.9M reactions from USPTO patents (1976-2016). Task: Predict the product of the given reaction. (1) Given the reactants [C:1]([O:5][C:6]([N:8]1[C@H:13]([C:14](O)=[O:15])[CH2:12][C@@H:11]2[C@H:9]1[CH2:10]2)=[O:7])([CH3:4])([CH3:3])[CH3:2], predict the reaction product. The product is: [C:1]([O:5][C:6]([N:8]1[C@H:13]([CH2:14][OH:15])[CH2:12][C@@H:11]2[C@H:9]1[CH2:10]2)=[O:7])([CH3:4])([CH3:3])[CH3:2]. (2) Given the reactants O=[CH:2][CH2:3][NH:4][C:5]([C:7]1[CH:27]=[CH:26][C:10]2[N:11]([CH3:25])[C:12]([NH:14][C:15]3[S:16][C:17]4[CH:23]=[C:22]([Cl:24])[CH:21]=[CH:20][C:18]=4[N:19]=3)=[N:13][C:9]=2[CH:8]=1)=[O:6].[F:28][C:29]1([F:35])[CH2:34][CH2:33][NH:32][CH2:31][CH2:30]1.[BH-](OC(C)=O)(OC(C)=O)OC(C)=O.[Na+], predict the reaction product. The product is: [F:28][C:29]1([F:35])[CH2:34][CH2:33][N:32]([CH2:2][CH2:3][NH:4][C:5]([C:7]2[CH:27]=[CH:26][C:10]3[N:11]([CH3:25])[C:12]([NH:14][C:15]4[S:16][C:17]5[CH:23]=[C:22]([Cl:24])[CH:21]=[CH:20][C:18]=5[N:19]=4)=[N:13][C:9]=3[CH:8]=2)=[O:6])[CH2:31][CH2:30]1. (3) Given the reactants [CH2:1]1[CH2:6][C@H:5]([C:7]([OH:9])=[O:8])[CH2:4][CH2:3][C@H:2]1[CH2:10][NH2:11].[C:12]([O:18][CH:19]([O:23][C:24](ON1C(=O)CCC1=O)=[O:25])[CH:20]([CH3:22])[CH3:21])(=[O:17])[CH2:13][CH2:14][CH2:15][CH3:16], predict the reaction product. The product is: [C:12]([O:18][CH:19]([O:23][C:24]([NH:11][CH2:10][C@H:2]1[CH2:3][CH2:4][C@H:5]([C:7]([OH:9])=[O:8])[CH2:6][CH2:1]1)=[O:25])[CH:20]([CH3:22])[CH3:21])(=[O:17])[CH2:13][CH2:14][CH2:15][CH3:16]. (4) Given the reactants [C:1]([C:5]1[CH:6]=[C:7]([CH2:11][CH:12]([CH3:15])[CH2:13][OH:14])[CH:8]=[CH:9][CH:10]=1)([CH3:4])([CH3:3])[CH3:2], predict the reaction product. The product is: [C:1]([CH:5]1[CH2:10][CH2:9][CH2:8][CH:7]([CH2:11][CH:12]([CH3:15])[CH2:13][OH:14])[CH2:6]1)([CH3:4])([CH3:2])[CH3:3]. (5) Given the reactants O[C:2]1[C:3]2[CH:10]=[C:9]([CH2:11][CH2:12][NH:13][C:14](=[O:20])[O:15][C:16]([CH3:19])([CH3:18])[CH3:17])[S:8][C:4]=2[N:5]=[CH:6][N:7]=1.C1C=CC(P(C2C=CC=CC=2)C2C=CC=CC=2)=CC=1.C(Cl)(Cl)(Cl)[Cl:41], predict the reaction product. The product is: [Cl:41][C:2]1[C:3]2[CH:10]=[C:9]([CH2:11][CH2:12][NH:13][C:14](=[O:20])[O:15][C:16]([CH3:19])([CH3:18])[CH3:17])[S:8][C:4]=2[N:5]=[CH:6][N:7]=1. (6) The product is: [CH3:22][C:18]1[CH:17]=[C:16]([CH:21]=[CH:20][CH:19]=1)[CH2:15][O:14][C:10]1[CH:11]=[CH:12][CH:13]=[C:4]([C:3]([OH:23])=[O:2])[C:5]=1[C:6]([OH:8])=[O:7]. Given the reactants C[O:2][C:3](=[O:23])[C:4]1[C:5](=[C:10]([O:14][CH2:15][C:16]2[CH:21]=[CH:20][CH:19]=[C:18]([CH3:22])[CH:17]=2)[CH:11]=[CH:12][CH:13]=1)[C:6]([O:8]C)=[O:7], predict the reaction product. (7) Given the reactants [NH2:1][C:2]1[CH:7]=[CH:6][CH:5]=[CH:4][CH:3]=1.O=[C:9]([CH2:16][CH2:17][CH3:18])[CH2:10][C:11](OCC)=[O:12].[C:19]1(C)C=CC=CC=1, predict the reaction product. The product is: [CH3:19][N:1]1[C:2]2[C:7](=[CH:6][CH:5]=[CH:4][CH:3]=2)[C:9]([CH2:16][CH2:17][CH3:18])=[CH:10][C:11]1=[O:12]. (8) Given the reactants [Cl:1][C:2]1[CH:11]=[C:10]2[C:5]([CH2:6][CH:7]([CH3:12])[N:8]=[CH:9]2)=[CH:4][C:3]=1[O:13][CH3:14].C(O)(C(F)(F)F)=[O:16].B(F)(F)F.CCOCC.[CH2:31]([O:33][CH:34]=[C:35]([C:42]([O:44][Si](C)(C)C)=[CH2:43])[CH2:36]C(OCC)=O)[CH3:32], predict the reaction product. The product is: [Cl:1][C:2]1[C:3]([O:13][CH3:14])=[CH:4][C:5]2[CH2:6][CH:7]([CH3:12])[N:8]3[CH:9]([CH2:43][C:42](=[O:44])[C:35]([C:34]([O:33][CH2:31][CH3:32])=[O:16])=[CH:36]3)[C:10]=2[CH:11]=1. (9) Given the reactants Cl.[NH:2]1[CH:6]=[C:5]([CH2:7][C:8]([OH:10])=[O:9])[N:4]=[CH:3]1.O=S(Cl)[Cl:13].[CH3:15]O, predict the reaction product. The product is: [ClH:13].[NH:2]1[CH:6]=[C:5]([CH2:7][C:8]([O:10][CH3:15])=[O:9])[N:4]=[CH:3]1.